From a dataset of Full USPTO retrosynthesis dataset with 1.9M reactions from patents (1976-2016). Predict the reactants needed to synthesize the given product. Given the product [C:1]([O:5][C:6]([CH:8]1[CH:14]([C:15]([OH:17])=[O:16])[CH2:13][CH:12]=[CH:11][CH2:10][N:9]1[S:25]([C:28]1[CH:33]=[CH:32][C:31]([O:34][CH3:35])=[CH:30][CH:29]=1)(=[O:27])=[O:26])=[O:7])([CH3:4])([CH3:3])[CH3:2], predict the reactants needed to synthesize it. The reactants are: [C:1]([O:5][C:6]([CH:8]1[CH:14]([C:15]([O:17]CC2C=CC=CC=2)=[O:16])[CH2:13][CH:12]=[CH:11][CH2:10][N:9]1[S:25]([C:28]1[CH:33]=[CH:32][C:31]([O:34][CH3:35])=[CH:30][CH:29]=1)(=[O:27])=[O:26])=[O:7])([CH3:4])([CH3:3])[CH3:2].O[Li].O.